From a dataset of Retrosynthesis with 50K atom-mapped reactions and 10 reaction types from USPTO. Predict the reactants needed to synthesize the given product. (1) Given the product COc1cc(C)c2[nH]c(=O)c3sccc3c2c1-c1ccc([C@@H](C)CN)c(F)c1, predict the reactants needed to synthesize it. The reactants are: COc1cc(C)c2[nH]c(=O)c3sccc3c2c1-c1ccc([C@@H](C)CNC(=O)OC(C)(C)C)c(F)c1. (2) Given the product CCC1(CC)c2ccc(OC)cc2-c2c1ccn2C[C@@H](C)O, predict the reactants needed to synthesize it. The reactants are: CCC1(CC)c2ccc(OC)cc2C(=O)C1CC=O.C[C@@H](O)CN. (3) The reactants are: CN1Cc2nc3c(Br)cccc3c(N)c2C1=O.COc1ccc(B(O)O)c(OC)n1. Given the product COc1ccc(-c2cccc3c(N)c4c(nc23)CN(C)C4=O)c(OC)n1, predict the reactants needed to synthesize it. (4) Given the product CC(C)Cc1onc(C(=O)O)c1C(F)(F)F, predict the reactants needed to synthesize it. The reactants are: COC(=O)c1noc(CC(C)C)c1C(F)(F)F.